Dataset: Full USPTO retrosynthesis dataset with 1.9M reactions from patents (1976-2016). Task: Predict the reactants needed to synthesize the given product. (1) Given the product [C:17]([O:9][CH:3]1[CH:4]2[CH:5]([O:6][CH2:7][CH2:8]2)[O:1][CH2:2]1)(=[O:19])[CH3:18], predict the reactants needed to synthesize it. The reactants are: [O:1]1[CH:5]2[O:6][CH2:7][CH2:8][CH:4]2[CH:3]([OH:9])[CH2:2]1.C(N(CC)CC)C.[C:17](OC(=O)C)(=[O:19])[CH3:18].O. (2) Given the product [CH2:13]([N:20]1[CH2:25][CH2:24][C:23]([C:3]2[CH:8]=[CH:7][C:6]([C:9]([F:12])([F:11])[F:10])=[CH:5][CH:4]=2)([OH:26])[CH2:22][CH2:21]1)[C:14]1[CH:15]=[CH:16][CH:17]=[CH:18][CH:19]=1, predict the reactants needed to synthesize it. The reactants are: [Mg].Br[C:3]1[CH:8]=[CH:7][C:6]([C:9]([F:12])([F:11])[F:10])=[CH:5][CH:4]=1.[CH2:13]([N:20]1[CH2:25][CH2:24][C:23](=[O:26])[CH2:22][CH2:21]1)[C:14]1[CH:19]=[CH:18][CH:17]=[CH:16][CH:15]=1. (3) Given the product [CH3:44][O:43][C:37]1[CH:36]=[C:35]([CH:40]=[CH:39][C:38]=1[O:41][CH3:42])[CH2:34][N:32]([CH3:33])[C:29]1[CH:28]=[CH:27][C:26]([CH2:25][N:18]2[C:19]([CH3:21])=[CH:20][C:16](/[C:2](/[F:1])=[CH:3]/[C:4]3[CH:5]=[CH:6][C:7]([S:10]([F:15])([F:11])([F:12])([F:13])[F:14])=[CH:8][CH:9]=3)=[N:17]2)=[CH:31][N:30]=1, predict the reactants needed to synthesize it. The reactants are: [F:1]/[C:2](/[C:16]1[CH:20]=[C:19]([CH3:21])[NH:18][N:17]=1)=[CH:3]\[C:4]1[CH:9]=[CH:8][C:7]([S:10]([F:15])([F:14])([F:13])([F:12])[F:11])=[CH:6][CH:5]=1.Cl.Cl.Cl[CH2:25][C:26]1[CH:27]=[CH:28][C:29]([N:32]([CH2:34][C:35]2[CH:40]=[CH:39][C:38]([O:41][CH3:42])=[C:37]([O:43][CH3:44])[CH:36]=2)[CH3:33])=[N:30][CH:31]=1. (4) Given the product [Cl:1][C:2]1[CH:7]=[CH:6][C:5]([C@@:8]2([CH3:36])[C@:12]([C:14]3[CH:15]=[CH:16][C:17]([Cl:20])=[CH:18][CH:19]=3)([CH3:13])[N:11]([C:21]([N:42]3[CH2:43][CH2:44][N:39]([CH2:45][C:46]([NH2:48])=[O:47])[CH2:40][CH2:41]3)=[O:22])[C:10]([C:24]3[CH:29]=[CH:28][C:27]([O:30][CH3:31])=[CH:26][C:25]=3[O:32][CH:33]([CH3:34])[CH3:35])=[N:9]2)=[CH:4][CH:3]=1, predict the reactants needed to synthesize it. The reactants are: [Cl:1][C:2]1[CH:7]=[CH:6][C:5]([C:8]2([CH3:36])[C:12]([C:14]3[CH:19]=[CH:18][C:17]([Cl:20])=[CH:16][CH:15]=3)([CH3:13])[N:11]([C:21](Cl)=[O:22])[C:10]([C:24]3[CH:29]=[CH:28][C:27]([O:30][CH3:31])=[CH:26][C:25]=3[O:32][CH:33]([CH3:35])[CH3:34])=[N:9]2)=[CH:4][CH:3]=1.Cl.Cl.[N:39]1([CH2:45][C:46]([NH2:48])=[O:47])[CH2:44][CH2:43][NH:42][CH2:41][CH2:40]1. (5) Given the product [F:1][C:2]1[CH:3]=[CH:4][C:5]([O:31][CH3:32])=[C:6]([C:8]2[CH:13]=[CH:12][N:11]=[C:10]3[NH:14][C:15]([C:17]4[CH2:22][CH2:21][N:20]([CH2:23][C:24]([OH:26])=[O:25])[CH2:19][CH:18]=4)=[CH:16][C:9]=23)[CH:7]=1, predict the reactants needed to synthesize it. The reactants are: [F:1][C:2]1[CH:3]=[CH:4][C:5]([O:31][CH3:32])=[C:6]([C:8]2[CH:13]=[CH:12][N:11]=[C:10]3[NH:14][C:15]([C:17]4[CH2:22][CH2:21][N:20]([CH2:23][C:24]([O:26]C(C)(C)C)=[O:25])[CH2:19][CH:18]=4)=[CH:16][C:9]=23)[CH:7]=1.FC(F)(F)C(O)=O. (6) Given the product [C:1]1([C:20]2[CH:25]=[CH:24][CH:23]=[CH:22][CH:21]=2)[CH:2]=[CH:3][C:4]([CH2:7][C:8]([NH:10][C@@H:11]([C:13]2[CH:18]=[CH:17][C:16]([O:19][C:27]3[CH:32]=[CH:31][CH:30]=[CH:29][N:28]=3)=[CH:15][N:14]=2)[CH3:12])=[O:9])=[CH:5][CH:6]=1, predict the reactants needed to synthesize it. The reactants are: [C:1]1([C:20]2[CH:25]=[CH:24][CH:23]=[CH:22][CH:21]=2)[CH:6]=[CH:5][C:4]([CH2:7][C:8]([NH:10][C@@H:11]([C:13]2[CH:18]=[CH:17][C:16]([OH:19])=[CH:15][N:14]=2)[CH3:12])=[O:9])=[CH:3][CH:2]=1.F[C:27]1[CH:32]=[CH:31][CH:30]=[CH:29][N:28]=1.C(=O)([O-])[O-].[Cs+].[Cs+]. (7) Given the product [Br:1][CH2:2][CH2:3][CH2:4][C:5]([O:7][CH:14]([CH3:15])[CH3:13])=[O:6], predict the reactants needed to synthesize it. The reactants are: [Br:1][CH2:2][CH2:3][CH2:4][C:5]([OH:7])=[O:6].OS(O)(=O)=O.[CH3:13][CH:14](O)[CH3:15].